Dataset: Peptide-MHC class II binding affinity with 134,281 pairs from IEDB. Task: Regression. Given a peptide amino acid sequence and an MHC pseudo amino acid sequence, predict their binding affinity value. This is MHC class II binding data. (1) The peptide sequence is EKKYFKATQFEPLAA. The MHC is DRB1_0701 with pseudo-sequence DRB1_0701. The binding affinity (normalized) is 0.799. (2) The peptide sequence is TPEKEEPTAAPAEPE. The MHC is DRB1_1302 with pseudo-sequence DRB1_1302. The binding affinity (normalized) is 0. (3) The peptide sequence is DDEVLIEVNPPFGDS. The MHC is DRB1_0901 with pseudo-sequence DRB1_0901. The binding affinity (normalized) is 0.